From a dataset of Forward reaction prediction with 1.9M reactions from USPTO patents (1976-2016). Predict the product of the given reaction. (1) Given the reactants [NH2:1][C:2]1[CH:7]=[CH:6][C:5]([C:8]2[CH:13]=[CH:12][C:11]([C:14]#[N:15])=[C:10]([F:16])[CH:9]=2)=[CH:4][C:3]=1[N+:17]([O-])=O.[Cl-].[NH4+], predict the reaction product. The product is: [NH2:17][C:3]1[CH:4]=[C:5]([C:8]2[CH:13]=[CH:12][C:11]([C:14]#[N:15])=[C:10]([F:16])[CH:9]=2)[CH:6]=[CH:7][C:2]=1[NH2:1]. (2) The product is: [S:26]1[C:30]2[CH:31]=[C:32]([NH:35][C:2]3[CH:17]=[C:16]([NH:18][CH:19]4[CH2:24][CH2:23][CH2:22][CH:21]([OH:25])[CH2:20]4)[C:5]([C:6]([NH:8][CH2:9][C@@H:10]([F:15])[C:11]([OH:14])([CH3:13])[CH3:12])=[O:7])=[CH:4][N:3]=3)[CH:33]=[CH:34][C:29]=2[N:28]=[CH:27]1. Given the reactants Cl[C:2]1[CH:17]=[C:16]([NH:18][C@H:19]2[CH2:24][CH2:23][CH2:22][CH:21]([OH:25])[CH2:20]2)[C:5]([C:6]([NH:8][CH2:9][CH:10]([F:15])[C:11]([OH:14])([CH3:13])[CH3:12])=[O:7])=[CH:4][N:3]=1.[S:26]1[C:30]2[CH:31]=[C:32]([NH2:35])[CH:33]=[CH:34][C:29]=2[N:28]=[CH:27]1.C(O)(C(F)(F)F)=O, predict the reaction product. (3) Given the reactants [OH:1][C:2]1[C:3]([C:14]#[N:15])=[N:4][CH:5]=[C:6]([N:8]2[CH2:13][CH2:12][O:11][CH2:10][CH2:9]2)[CH:7]=1.N1C=CC=CC=1.[F:22][C:23]([F:36])([F:35])[S:24](O[S:24]([C:23]([F:36])([F:35])[F:22])(=[O:26])=[O:25])(=[O:26])=[O:25], predict the reaction product. The product is: [C:14]([C:3]1[C:2]([O:1][S:24]([C:23]([F:36])([F:35])[F:22])(=[O:26])=[O:25])=[CH:7][C:6]([N:8]2[CH2:9][CH2:10][O:11][CH2:12][CH2:13]2)=[CH:5][N:4]=1)#[N:15].